This data is from Reaction yield outcomes from USPTO patents with 853,638 reactions. The task is: Predict the reaction yield, written as a fraction of the theoretical maximum amount of product (1.0 means a 100% yield; for example, 0.34 means a 34% yield). (1) The reactants are [CH:1]1([CH2:7][N:8]2[C:12]3[CH:13]=[C:14]([NH2:17])[CH:15]=[CH:16][C:11]=3[N:10]=[CH:9]2)[CH2:6][CH2:5][CH2:4][CH2:3][CH2:2]1.[Br:18]Br.N.CO.C(Cl)(Cl)Cl. The catalyst is CC(O)=O. The product is [CH:1]1([CH2:7][N:8]2[C:12]3[C:13]([Br:18])=[C:14]([NH2:17])[CH:15]=[CH:16][C:11]=3[N:10]=[CH:9]2)[CH2:2][CH2:3][CH2:4][CH2:5][CH2:6]1. The yield is 0.480. (2) The reactants are [CH3:1][CH:2]([CH3:57])[C@H:3]([NH:52][C:53](=[O:56])[O:54][CH3:55])[C:4]([N:6]1[CH2:10][CH2:9][CH2:8][C@H:7]1[C:11]1[NH:12][CH:13]=[C:14]([C:16]2[CH:21]=[CH:20][C:19]([C:22]3[CH:27]=[CH:26][C:25]([C:28]4[N:29]=[C:30]([CH:33]5[CH2:40][C:36]6([CH2:39][NH:38][CH2:37]6)[CH2:35][N:34]5[C:41](=[O:51])[C@@H:42]([NH:46][C:47]([O:49][CH3:50])=[O:48])[CH:43]([CH3:45])[CH3:44])[NH:31][CH:32]=4)=[CH:24][CH:23]=3)=[CH:18][CH:17]=2)[N:15]=1)=[O:5].C1[C:62]2(OCCC[O:63]2)[CH2:61][C@@H](C(OC)=O)N1C(OCC1C=CC=CC=1)=O. No catalyst specified. The product is [C:62]([N:38]1[CH2:37][C:36]2([CH2:40][CH:33]([C:30]3[NH:31][CH:32]=[C:28]([C:25]4[CH:24]=[CH:23][C:22]([C:19]5[CH:20]=[CH:21][C:16]([C:14]6[N:15]=[C:11]([C@@H:7]7[CH2:8][CH2:9][CH2:10][N:6]7[C:4]([C@@H:3]([NH:52][C:53](=[O:56])[O:54][CH3:55])[CH:2]([CH3:57])[CH3:1])=[O:5])[NH:12][CH:13]=6)=[CH:17][CH:18]=5)=[CH:27][CH:26]=4)[N:29]=3)[N:34]([C:41](=[O:51])[C@@H:42]([NH:46][C:47]([O:49][CH3:50])=[O:48])[CH:43]([CH3:44])[CH3:45])[CH2:35]2)[CH2:39]1)(=[O:63])[CH3:61]. The yield is 0.830. (3) The reactants are [Cl:1][C:2]1[C:3]([C:27]2[CH:28]=[N:29][N:30]3[CH:35]=[CH:34][CH:33]=[CH:32][C:31]=23)=[N:4][C:5]([NH:8][C:9]2[CH:14]=[C:13]([N+:15]([O-])=O)[C:12]([N:18]3[CH2:21][CH:20]([N:22]([CH3:24])[CH3:23])[CH2:19]3)=[CH:11][C:10]=2[O:25][CH3:26])=[N:6][CH:7]=1.[NH4+].[Cl-].O. The catalyst is C(O)C.[Fe]. The product is [Cl:1][C:2]1[C:3]([C:27]2[CH:28]=[N:29][N:30]3[CH:35]=[CH:34][CH:33]=[CH:32][C:31]=23)=[N:4][C:5]([NH:8][C:9]2[C:10]([O:25][CH3:26])=[CH:11][C:12]([N:18]3[CH2:21][CH:20]([N:22]([CH3:24])[CH3:23])[CH2:19]3)=[C:13]([NH2:15])[CH:14]=2)=[N:6][CH:7]=1. The yield is 0.940. (4) The reactants are [CH:1]1([C:4]([NH:6][C:7]2[N:8]=[CH:9][C:10]3[C:15]([CH:16]=2)=[CH:14][CH:13]=[C:12]([C:17]2[CH:18]=[C:19]([NH:24][C:25](=O)[O:26]C4C=CC([N+]([O-])=O)=CC=4)[CH:20]=[CH:21][C:22]=2[CH3:23])[CH:11]=3)=[O:5])[CH2:3][CH2:2]1.O1CCCC1.[NH:42]1[CH2:47][CH2:46][O:45][CH2:44][CH2:43]1.C(N(CC)CC)C. The product is [CH:1]1([C:4]([NH:6][C:7]2[N:8]=[CH:9][C:10]3[C:15]([CH:16]=2)=[CH:14][CH:13]=[C:12]([C:17]2[CH:18]=[C:19]([NH:24][C:25]([N:42]4[CH2:47][CH2:46][O:45][CH2:44][CH2:43]4)=[O:26])[CH:20]=[CH:21][C:22]=2[CH3:23])[CH:11]=3)=[O:5])[CH2:2][CH2:3]1. The yield is 0.670. The catalyst is C(OCC)(=O)C. (5) The reactants are [NH2:1][C:2](=[O:35])[CH2:3][CH2:4][N:5]([CH2:13][C:14]1[CH:23]=[CH:22][C:21]2[C:16](=[CH:17][CH:18]=[C:19]([O:24][C@H:25]3[CH2:30][CH2:29][C@H:28]([C:31]([CH3:34])([CH3:33])[CH3:32])[CH2:27][CH2:26]3)[CH:20]=2)[CH:15]=1)C(=O)OC(C)(C)C.[CH3:36][C:37](OC(C)=O)=[O:38]. The catalyst is CC(O)=O. The product is [C:37]([NH:1][C:2](=[O:35])[CH2:3][CH2:4][NH:5][CH2:13][C:14]1[CH:23]=[CH:22][C:21]2[C:16](=[CH:17][CH:18]=[C:19]([O:24][C@H:25]3[CH2:26][CH2:27][C@H:28]([C:31]([CH3:33])([CH3:32])[CH3:34])[CH2:29][CH2:30]3)[CH:20]=2)[CH:15]=1)(=[O:38])[CH3:36]. The yield is 0.500. (6) The reactants are [CH3:1][O:2][C:3]([CH:5]1[CH2:9][S:8][CH:7]([CH2:10][CH:11]([C:20]([O:22]CC2C=CC=CC=2)=O)[NH:12][C:13]([O:15][C:16]([CH3:19])([CH3:18])[CH3:17])=[O:14])[NH:6]1)=[O:4]. The catalyst is N1C=CC=CC=1.CN(C1C=CN=CC=1)C. The product is [CH3:1][O:2][C:3]([CH:5]1[CH2:9][S:8][CH:7]2[CH2:10][CH:11]([NH:12][C:13]([O:15][C:16]([CH3:17])([CH3:18])[CH3:19])=[O:14])[C:20](=[O:22])[N:6]12)=[O:4]. The yield is 0.480.